Task: Predict the reactants needed to synthesize the given product.. Dataset: Full USPTO retrosynthesis dataset with 1.9M reactions from patents (1976-2016) Given the product [O:1]=[C:2]1[C:10]2[C:5](=[CH:6][CH:7]=[CH:8][CH:9]=2)[C:4](=[O:11])[N:3]1[C:12]1[C:16]2[CH:17]=[N:18][C:19]([NH:21][C:22]([NH:24][C@@H:25]([C:27]3[CH:32]=[CH:31][CH:30]=[CH:29][CH:28]=3)[CH3:26])=[O:23])=[CH:20][C:15]=2[NH:14][N:13]=1, predict the reactants needed to synthesize it. The reactants are: [O:1]=[C:2]1[C:10]2[C:5](=[CH:6][CH:7]=[CH:8][CH:9]=2)[C:4](=[O:11])[N:3]1[C:12]1[C:16]2[CH:17]=[N:18][C:19]([NH:21][C:22]([NH:24][C@@H:25]([C:27]3[CH:32]=[CH:31][CH:30]=[CH:29][CH:28]=3)[CH3:26])=[O:23])=[CH:20][C:15]=2[N:14](C(C2C=CC=CC=2)(C2C=CC=CC=2)C2C=CC=CC=2)[N:13]=1.C(O)(C(F)(F)F)=O.C([SiH](CC)CC)C.